This data is from Reaction yield outcomes from USPTO patents with 853,638 reactions. The task is: Predict the reaction yield, written as a fraction of the theoretical maximum amount of product (1.0 means a 100% yield; for example, 0.34 means a 34% yield). (1) The reactants are [CH2:1]([NH2:3])[CH3:2].C(N(CC)CC)C.[F:11][C:12]1[CH:20]=[CH:19][C:15]([C:16](Cl)=[O:17])=[CH:14][CH:13]=1. The catalyst is C(Cl)Cl.O. The product is [CH2:1]([NH:3][C:16](=[O:17])[C:15]1[CH:19]=[CH:20][C:12]([F:11])=[CH:13][CH:14]=1)[CH3:2]. The yield is 1.00. (2) The reactants are C([O:3][C:4]([CH:6]1[CH2:11][CH2:10][N:9]([C:12]2[CH:17]=[CH:16][C:15]([F:18])=[CH:14][N:13]=2)[CH2:8][CH2:7]1)=[O:5])C.O[Li].O.C(O)(=O)C.C(OCC)(=O)C. The catalyst is C1COCC1.O.CO. The product is [F:18][C:15]1[CH:16]=[CH:17][C:12]([N:9]2[CH2:10][CH2:11][CH:6]([C:4]([OH:5])=[O:3])[CH2:7][CH2:8]2)=[N:13][CH:14]=1. The yield is 0.870. (3) The reactants are [CH2:1]([O:4][C@H:5]1[CH2:30][CH2:29][C@@:28]2([CH3:31])[CH:7]([CH2:8][CH2:9][C@@H:10]3[C@@H:27]2[CH2:26][CH2:25][C@@:24]2([CH3:32])[C@H:11]3[CH2:12][CH2:13][C@@H:14]2[C@H:15]([CH3:23])[CH2:16][CH2:17][CH2:18][CH:19]([CH3:22])[CH2:20]O)[CH2:6]1)[C:2]#[CH:3].[C:33]([O:36][C@H:37]1[C@@H:42]([O:43][C:44](=[O:46])[CH3:45])[C@H:41]([O:47][C:48](=[O:50])[CH3:49])[C@@H:40]([CH2:51][O:52][C:53](=[O:55])[CH3:54])[O:39][C@@H:38]1[O:56][C@H:57]1[C@H:62]([O:63][C:64](=[O:66])[CH3:65])[C@@H:61]([CH2:67][O:68][C:69](=[O:71])[CH3:70])[O:60][C@H:59]([O:72][C@H:73]2[C@@H:85]([O:86][C:87](=[O:89])[CH3:88])[C@H:84]([O:90][C:91](=[O:93])[CH3:92])[C@@H:83]([CH2:94][O:95][C:96](=[O:98])[CH3:97])[O:82][C@@H:74]2[O:75][CH2:76][CH2:77][CH2:78][N:79]=[N+:80]=[N-:81])[C@H:58]1[O:99][C:100](=[O:102])[CH3:101])(=[O:35])[CH3:34].O=C1O[C@H]([C@H](CO)O)C([O-])=C1O.[Na+].[N-]=[N+]=[N-]. The catalyst is C(Cl)Cl.CC(O)(C)C.C(Cl)Cl.[O-]S([O-])(=O)=O.[Cu+2].CCOC(C)=O.C1(C)C=CC=CC=1. The product is [C:33]([O:36][C@H:37]1[C@@H:42]([O:43][C:44](=[O:46])[CH3:45])[C@H:41]([O:47][C:48](=[O:50])[CH3:49])[C@@H:40]([CH2:51][O:52][C:53](=[O:55])[CH3:54])[O:39][C@@H:38]1[O:56][C@H:57]1[C@H:62]([O:63][C:64](=[O:66])[CH3:65])[C@@H:61]([CH2:67][O:68][C:69](=[O:71])[CH3:70])[O:60][C@H:59]([O:72][C@H:73]2[C@@H:85]([O:86][C:87](=[O:89])[CH3:88])[C@H:84]([O:90][C:91](=[O:93])[CH3:92])[C@@H:83]([CH2:94][O:95][C:96](=[O:98])[CH3:97])[O:82][C@@H:74]2[O:75][CH2:76][CH2:77][CH2:78][N:79]2[CH:3]=[C:2]([CH2:1][O:4][C@H:5]3[CH2:30][CH2:29][C@@:28]4([CH3:31])[CH:7]([CH2:8][CH2:9][C@@H:10]5[C@@H:27]4[CH2:26][CH2:25][C@@:24]4([CH3:32])[C@H:11]5[CH2:12][CH2:13][C@@H:14]4[C@H:15]([CH3:23])[CH2:16][CH2:17][CH2:18][CH:19]([CH3:20])[CH3:22])[CH2:6]3)[N:81]=[N:80]2)[C@H:58]1[O:99][C:100](=[O:102])[CH3:101])(=[O:35])[CH3:34]. The yield is 0.810. (4) The reactants are [OH-].[Na+].[OH:3][C:4]1[C:14]2[CH2:13][CH2:12][N:11]([C:15]([O:17][C:18]([CH3:21])([CH3:20])[CH3:19])=[O:16])[CH2:10][CH2:9][C:8]=2[NH:7][C:6](=[O:22])[C:5]=1C(OCC)=O. No catalyst specified. The product is [OH:3][C:4]1[C:14]2[CH2:13][CH2:12][N:11]([C:15]([O:17][C:18]([CH3:20])([CH3:19])[CH3:21])=[O:16])[CH2:10][CH2:9][C:8]=2[NH:7][C:6](=[O:22])[CH:5]=1. The yield is 0.990. (5) The catalyst is C(OCC)(=O)C. The yield is 0.480. The product is [CH2:13]([C:15]([OH:55])([CH2:53][CH3:54])[CH2:16][O:17][C@H:18]1[CH2:23][CH2:22][C@H:21]([N:24]2[C:29](=[O:30])[C:28]([CH2:31][C:32]3[CH:33]=[CH:34][C:35]([C:38]4[CH:43]=[CH:42][CH:41]=[CH:40][C:39]=4[C:44]4[NH:3][C:4](=[O:7])[O:5][N:45]=4)=[CH:36][CH:37]=3)=[C:27]([CH2:46][CH2:47][CH3:48])[N:26]3[N:49]=[C:50]([CH3:52])[N:51]=[C:25]23)[CH2:20][CH2:19]1)[CH3:14]. The reactants are [Cl-].O[NH3+:3].[C:4](=[O:7])([O-])[OH:5].[Na+].CS(C)=O.[CH2:13]([C:15]([OH:55])([CH2:53][CH3:54])[CH2:16][O:17][C@H:18]1[CH2:23][CH2:22][C@H:21]([N:24]2[C:29](=[O:30])[C:28]([CH2:31][C:32]3[CH:37]=[CH:36][C:35]([C:38]4[C:39]([C:44]#[N:45])=[CH:40][CH:41]=[CH:42][CH:43]=4)=[CH:34][CH:33]=3)=[C:27]([CH2:46][CH2:47][CH3:48])[N:26]3[N:49]=[C:50]([CH3:52])[N:51]=[C:25]23)[CH2:20][CH2:19]1)[CH3:14]. (6) The reactants are [C:1]([NH2:5])([CH3:4])([CH3:3])[CH3:2].CN(C(ON1N=NC2C=CC=NC1=2)=[N+](C)C)C.F[P-](F)(F)(F)(F)F.CCN(C(C)C)C(C)C.[Si]([O:46][CH2:47][CH2:48][N:49]([C:54]1[C:73]([C:74]2[CH:75]=[C:76]([CH:80]=[CH:81][CH:82]=2)[C:77](O)=[O:78])=[CH:72][C:57]2[C:58]([C:68](=[O:71])[NH:69][CH3:70])=[C:59]([C:61]3[CH:66]=[CH:65][C:64]([F:67])=[CH:63][CH:62]=3)[O:60][C:56]=2[CH:55]=1)[S:50]([CH3:53])(=[O:52])=[O:51])(C(C)(C)C)(C)C. The catalyst is CN(C=O)C.CCOC(C)=O. The product is [C:1]([NH:5][C:77]([C:76]1[CH:75]=[C:74]([C:73]2[C:54]([N:49]([CH2:48][CH2:47][OH:46])[S:50]([CH3:53])(=[O:51])=[O:52])=[CH:55][C:56]3[O:60][C:59]([C:61]4[CH:66]=[CH:65][C:64]([F:67])=[CH:63][CH:62]=4)=[C:58]([C:68]([NH:69][CH3:70])=[O:71])[C:57]=3[CH:72]=2)[CH:82]=[CH:81][CH:80]=1)=[O:78])([CH3:4])([CH3:3])[CH3:2]. The yield is 0.230. (7) The reactants are [I:1]I.[Si:3]([O:10][CH2:11][C@@H:12]1[C@H:16]2[O:17][C:18]([CH3:21])([CH3:20])[O:19][C@H:15]2[C@H:14]([N:22]2[CH:30]=[N:29][C:28]3[C:23]2=[N:24][C:25]([Sn](CCCC)(CCCC)CCCC)=[N:26][C:27]=3[Cl:31])[O:13]1)([C:6]([CH3:9])([CH3:8])[CH3:7])([CH3:5])[CH3:4]. The catalyst is C1COCC1.CCOC(C)=O. The product is [Si:3]([O:10][CH2:11][C@@H:12]1[C@H:16]2[O:17][C:18]([CH3:21])([CH3:20])[O:19][C@H:15]2[C@H:14]([N:22]2[CH:30]=[N:29][C:28]3[C:23]2=[N:24][C:25]([I:1])=[N:26][C:27]=3[Cl:31])[O:13]1)([C:6]([CH3:9])([CH3:8])[CH3:7])([CH3:5])[CH3:4]. The yield is 0.950.